This data is from Forward reaction prediction with 1.9M reactions from USPTO patents (1976-2016). The task is: Predict the product of the given reaction. (1) Given the reactants CN(C)CCN(C)C.[CH3:9][C:10]1[CH2:12][CH:11]=1.C([Li])CCC.I[CH2:19][CH2:20][CH2:21][CH2:22][CH2:23][CH2:24][CH3:25], predict the reaction product. The product is: [CH2:19]([C:11]1[CH2:12][C:10]=1[CH3:9])[CH2:20][CH2:21][CH2:22][CH2:23][CH2:24][CH3:25]. (2) Given the reactants [Cl:1][C:2]1[CH:3]=[CH:4][C:5]([C:28]([F:31])([F:30])[F:29])=[C:6]([CH:27]=1)[CH2:7][N:8]1[CH2:13][CH2:12][NH:11][C:10]2[N:14]=[CH:15][C:16]([C:18]3[CH:19]=[C:20]([CH:24]=[CH:25][CH:26]=3)[C:21]([OH:23])=O)=[CH:17][C:9]1=2.[O:32]1[C:40]2[CH:39]=[CH:38][N:37]=[C:36]([N:41]3[CH2:46][CH2:45][NH:44][CH2:43][CH2:42]3)[C:35]=2[CH:34]=[CH:33]1, predict the reaction product. The product is: [Cl:1][C:2]1[CH:3]=[CH:4][C:5]([C:28]([F:30])([F:31])[F:29])=[C:6]([CH:27]=1)[CH2:7][N:8]1[CH2:13][CH2:12][NH:11][C:10]2[N:14]=[CH:15][C:16]([C:18]3[CH:19]=[C:20]([C:21]([N:44]4[CH2:45][CH2:46][N:41]([C:36]5[C:35]6[CH:34]=[CH:33][O:32][C:40]=6[CH:39]=[CH:38][N:37]=5)[CH2:42][CH2:43]4)=[O:23])[CH:24]=[CH:25][CH:26]=3)=[CH:17][C:9]1=2. (3) Given the reactants C1(P(C2C=CC=CC=2)C2C=CC=CC=2)C=CC=CC=1.BrN1C(=O)CCC1=O.[Cl:28][C:29]1[CH:37]=[C:36]2[C:32]([C:33]([C:41]([OH:43])=O)=[CH:34][N:35]2[CH:38]([CH3:40])[CH3:39])=[CH:31][CH:30]=1.[Br:44][C:45]1[S:49][C:48]([NH2:50])=[N:47][CH:46]=1.C(N(CC)C(C)C)(C)C.Cl, predict the reaction product. The product is: [Br:44][C:45]1[S:49][C:48]([NH:50][C:41]([C:33]2[C:32]3[C:36](=[CH:37][C:29]([Cl:28])=[CH:30][CH:31]=3)[N:35]([CH:38]([CH3:39])[CH3:40])[CH:34]=2)=[O:43])=[N:47][CH:46]=1. (4) Given the reactants CC(N1CCC(C2SC(C3C=CC(NC(NC4C=C(F)C(F)=CC=4F)=O)=CC=3)=CN=2)CC1)(C)C(O)=O.[Cl:37][C:38]1[CH:43]=[CH:42][CH:41]=[CH:40][C:39]=1[NH:44][C:45](=[O:74])[NH:46][C:47]1[CH:52]=[CH:51][C:50]([C:53]2[S:57][C:56]([CH:58]3[CH2:63][CH2:62][N:61]([C:64]([CH3:73])([CH3:72])[C:65]([O:67]C(C)(C)C)=[O:66])[CH2:60][CH2:59]3)=[N:55][CH:54]=2)=[CH:49][CH:48]=1.Cl, predict the reaction product. The product is: [Cl:37][C:38]1[CH:43]=[CH:42][CH:41]=[CH:40][C:39]=1[NH:44][C:45](=[O:74])[NH:46][C:47]1[CH:48]=[CH:49][C:50]([C:53]2[S:57][C:56]([CH:58]3[CH2:59][CH2:60][N:61]([C:64]([CH3:72])([CH3:73])[C:65]([OH:67])=[O:66])[CH2:62][CH2:63]3)=[N:55][CH:54]=2)=[CH:51][CH:52]=1.